This data is from Catalyst prediction with 721,799 reactions and 888 catalyst types from USPTO. The task is: Predict which catalyst facilitates the given reaction. (1) Reactant: [Cl:1][C:2]1[CH:20]=[CH:19][C:5]2=[N:6][N:7]([C:9]3[CH:14]=[C:13]([CH3:15])[CH:12]=[C:11]([CH2:16]Cl)[C:10]=3[OH:18])[N:8]=[C:4]2[CH:3]=1.[CH2:21]([OH:26])[CH2:22][CH:23]([CH3:25])[CH3:24].C(=O)([O-])[O-].[Na+].[Na+]. Product: [Cl:1][C:2]1[CH:20]=[CH:19][C:5]2=[N:6][N:7]([C:9]3[CH:14]=[C:13]([CH3:15])[CH:12]=[C:11]([CH2:16][O:26][CH2:21][CH2:22][CH:23]([CH3:25])[CH3:24])[C:10]=3[OH:18])[N:8]=[C:4]2[CH:3]=1. The catalyst class is: 21. (2) The catalyst class is: 433. Reactant: [CH:1]1([S:4]([C:7]2[CH:12]=[CH:11][C:10]([CH:13]([CH2:18][CH:19]3[CH2:24][CH2:23][O:22][CH2:21][CH2:20]3)[C:14](=[O:17])[CH:15]=[CH2:16])=[CH:9][CH:8]=2)(=[O:6])=[O:5])[CH2:3][CH2:2]1.[OH:25][CH:26]([C:28]1[S:32][C:31]([CH:33]=[O:34])=[N:30][CH:29]=1)[CH3:27].C(N(CC)CC)C.O1CCCC1. Product: [CH:1]1([S:4]([C:7]2[CH:8]=[CH:9][C:10]([CH:13]([CH2:18][CH:19]3[CH2:24][CH2:23][O:22][CH2:21][CH2:20]3)[C:14](=[O:17])[CH2:15][CH2:16][C:33]([C:31]3[S:32][C:28]([CH:26]([OH:25])[CH3:27])=[CH:29][N:30]=3)=[O:34])=[CH:11][CH:12]=2)(=[O:6])=[O:5])[CH2:3][CH2:2]1. (3) Reactant: Br[C:2]1[N:6]2[N:7]=[C:8]([NH:11][CH2:12][CH2:13][CH2:14][CH3:15])[CH:9]=[CH:10][C:5]2=[N:4][CH:3]=1.[NH2:16][CH2:17][C:18]1[CH:23]=[CH:22][C:21](B(O)[OH:25])=[CH:20][CH:19]=1.P([O-])([O-])([O-])=O.[K+].[K+].[K+].[CH2:35]([CH2:38][O:39]C)OC.O. Product: [C:38]([OH:39])(=[O:25])[CH3:35].[NH2:16][CH2:17][C:18]1[CH:23]=[CH:22][C:21]([C:2]2[N:6]3[N:7]=[C:8]([NH:11][CH2:12][CH2:13][CH2:14][CH3:15])[CH:9]=[CH:10][C:5]3=[N:4][CH:3]=2)=[CH:20][CH:19]=1. The catalyst class is: 140. (4) Reactant: [NH:1]1[CH2:5][CH2:4][CH2:3][C@H:2]1[C:6]([O:8][C:9]([CH3:12])([CH3:11])[CH3:10])=[O:7].[CH3:13][S:14](Cl)(=[O:16])=[O:15]. Product: [CH3:13][S:14]([N:1]1[CH2:5][CH2:4][CH2:3][C@H:2]1[C:6]([O:8][C:9]([CH3:12])([CH3:11])[CH3:10])=[O:7])(=[O:16])=[O:15]. The catalyst class is: 17. (5) Reactant: Br[C:2]1[CH:3]=[C:4]([NH:8][CH2:9][C:10]2[CH:15]=[CH:14][C:13]([O:16][CH3:17])=[C:12]([O:18][CH:19]3[CH2:23][CH2:22][CH2:21][CH2:20]3)[CH:11]=2)[CH:5]=[N:6][CH:7]=1.CC1(C)C(C)(C)OB([C:32]2[CH:33]=[N:34][NH:35][CH:36]=2)O1.C(#N)C.C(=O)([O-])[O-].[Na+].[Na+]. Product: [CH:19]1([O:18][C:12]2[CH:11]=[C:10]([CH:15]=[CH:14][C:13]=2[O:16][CH3:17])[CH2:9][NH:8][C:4]2[CH:5]=[N:6][CH:7]=[C:2]([C:32]3[CH:33]=[N:34][NH:35][CH:36]=3)[CH:3]=2)[CH2:23][CH2:22][CH2:21][CH2:20]1. The catalyst class is: 189.